From a dataset of Full USPTO retrosynthesis dataset with 1.9M reactions from patents (1976-2016). Predict the reactants needed to synthesize the given product. (1) Given the product [N+:22]([C:19]1[CH:20]=[CH:21][C:16]([O:12][CH2:11][C@H:1]2[C@@H:10]3[N:5]([CH2:6][CH2:7][CH2:8][CH2:9]3)[CH2:4][CH2:3][CH2:2]2)=[CH:17][CH:18]=1)([O-:24])=[O:23], predict the reactants needed to synthesize it. The reactants are: [C@H:1]1([CH2:11][OH:12])[C@@H:10]2[N:5]([CH2:6][CH2:7][CH2:8][CH2:9]2)[CH2:4][CH2:3][CH2:2]1.[H-].[Na+].F[C:16]1[CH:21]=[CH:20][C:19]([N+:22]([O-:24])=[O:23])=[CH:18][CH:17]=1.O. (2) Given the product [CH2:20]([O:19][C:17]([CH2:16][N:10]1[CH2:11][C@@H:7]([C:1]2[CH:2]=[CH:3][CH:4]=[CH:5][CH:6]=2)[CH2:8][C:9]1=[O:12])=[O:18])[CH3:21], predict the reactants needed to synthesize it. The reactants are: [C:1]1([C@@H:7]2[CH2:11][NH:10][C:9](=[O:12])[CH2:8]2)[CH:6]=[CH:5][CH:4]=[CH:3][CH:2]=1.[H-].[Na+].Br[CH2:16][C:17]([O:19][CH2:20][CH3:21])=[O:18]. (3) Given the product [Br:28][CH2:29]/[CH:30]=[CH:31]/[C:32]([NH:27][C:24]1[CH:25]=[C:26]2[C:21](=[CH:22][CH:23]=1)[N:20]=[CH:19][N:18]=[C:17]2[NH:16][C:4]1[CH:5]=[CH:6][C:7]([O:8][CH2:9][C:10]2[CH:15]=[CH:14][CH:13]=[CH:12][N:11]=2)=[C:2]([Cl:1])[CH:3]=1)=[O:33], predict the reactants needed to synthesize it. The reactants are: [Cl:1][C:2]1[CH:3]=[C:4]([NH:16][C:17]2[C:26]3[C:21](=[CH:22][CH:23]=[C:24]([NH2:27])[CH:25]=3)[N:20]=[CH:19][N:18]=2)[CH:5]=[CH:6][C:7]=1[O:8][CH2:9][C:10]1[CH:15]=[CH:14][CH:13]=[CH:12][N:11]=1.[Br:28][CH2:29]/[CH:30]=[CH:31]/[C:32](Cl)=[O:33].O. (4) The reactants are: [Cl:1][C:2]1[CH:3]=[CH:4][C:5]([F:32])=[C:6]([C:8]2[CH:13]=[CH:12][C:11]([CH2:14][N:15]([CH2:26][C@@H:27]([OH:31])[C:28]([OH:30])=[O:29])[NH:16][C:17]([C:19]3[O:23][N:22]=[C:21]([O:24][CH3:25])[CH:20]=3)=[O:18])=[CH:10][CH:9]=2)[CH:7]=1.C(Cl)CCl.C1C=C2N=NN(O)C2=CC=1.O.C(Cl)Cl.[F:51][C:52]([F:59])([C:55]([F:58])([F:57])[F:56])[CH2:53]O.C(O)(C(F)(F)F)=O. Given the product [F:51][C:52]([F:59])([C:55]([F:58])([F:57])[F:56])[CH2:53][O:29][C:28](=[O:30])[C@H:27]([OH:31])[CH2:26][N:15]([CH2:14][C:11]1[CH:10]=[CH:9][C:8]([C:6]2[CH:7]=[C:2]([Cl:1])[CH:3]=[CH:4][C:5]=2[F:32])=[CH:13][CH:12]=1)[NH:16][C:17]([C:19]1[O:23][N:22]=[C:21]([O:24][CH3:25])[CH:20]=1)=[O:18], predict the reactants needed to synthesize it. (5) Given the product [F:77][C:31]1([F:30])[CH2:36][CH2:35][CH:34]([C:37]2[C:46]3[CH:45]([OH:47])[CH2:44][C:43]([CH3:57])([CH3:58])[CH2:42][C:41]=3[N:40]=[C:39]([CH:59]3[CH2:64][CH2:63][N:62]([C:2]4[N:7]=[CH:6][C:5]([O:8][C@@H:9]5[CH2:13][CH2:12][N:11]([CH3:14])[CH2:10]5)=[CH:4][N:3]=4)[CH2:61][CH2:60]3)[C:38]=2[CH:65]([F:76])[C:66]2[CH:71]=[CH:70][C:69]([C:72]([F:74])([F:75])[F:73])=[CH:68][CH:67]=2)[CH2:33][CH2:32]1, predict the reactants needed to synthesize it. The reactants are: Cl[C:2]1[N:7]=[CH:6][C:5]([O:8][C@@H:9]2[CH2:13][CH2:12][N:11]([CH3:14])[CH2:10]2)=[CH:4][N:3]=1.ClC1N=CC(OC2CCN(C)CC2)=CN=1.[F:30][C:31]1([F:77])[CH2:36][CH2:35][CH:34]([C:37]2[C:46]3[CH:45]([O:47]CC4C=CC(OC)=CC=4)[CH2:44][C:43]([CH3:58])([CH3:57])[CH2:42][C:41]=3[N:40]=[C:39]([CH:59]3[CH2:64][CH2:63][NH:62][CH2:61][CH2:60]3)[C:38]=2[CH:65]([F:76])[C:66]2[CH:71]=[CH:70][C:69]([C:72]([F:75])([F:74])[F:73])=[CH:68][CH:67]=2)[CH2:33][CH2:32]1.